Dataset: Peptide-MHC class I binding affinity with 185,985 pairs from IEDB/IMGT. Task: Regression. Given a peptide amino acid sequence and an MHC pseudo amino acid sequence, predict their binding affinity value. This is MHC class I binding data. (1) The peptide sequence is FASADNHPK. The MHC is HLA-A03:01 with pseudo-sequence HLA-A03:01. The binding affinity (normalized) is 0.170. (2) The peptide sequence is SAGDWENVL. The MHC is HLA-B39:01 with pseudo-sequence HLA-B39:01. The binding affinity (normalized) is 0.277.